This data is from Forward reaction prediction with 1.9M reactions from USPTO patents (1976-2016). The task is: Predict the product of the given reaction. (1) Given the reactants [F:1][C:2]1[CH:10]=[CH:9][C:5]([C:6]([NH2:8])=[O:7])=[CH:4][C:3]=1[CH3:11].[Cl:12][CH2:13][C:14]([CH2:16]Cl)=O.S(=O)(=O)(O)O, predict the reaction product. The product is: [Cl:12][CH2:13][C:14]1[N:8]=[C:6]([C:5]2[CH:9]=[CH:10][C:2]([F:1])=[C:3]([CH3:11])[CH:4]=2)[O:7][CH:16]=1. (2) Given the reactants CS[C:3]1[S:4]/[C:5](=[CH:9]\[C:10]2[CH:11]=[C:12]3[C:17](=[CH:18][CH:19]=2)[N:16]=[CH:15][CH:14]=[CH:13]3)/[C:6](=[O:8])[N:7]=1.[S:20]1[CH:24]=[CH:23][N:22]=[C:21]1[NH2:25].CCN(C(C)C)C(C)C, predict the reaction product. The product is: [S:20]1[CH:24]=[CH:23][N:22]=[C:21]1[NH:25][C:3]1[S:4]/[C:5](=[CH:9]\[C:10]2[CH:11]=[C:12]3[C:17](=[CH:18][CH:19]=2)[N:16]=[CH:15][CH:14]=[CH:13]3)/[C:6](=[O:8])[N:7]=1.